This data is from Catalyst prediction with 721,799 reactions and 888 catalyst types from USPTO. The task is: Predict which catalyst facilitates the given reaction. (1) Reactant: Br[C:2]1([CH3:12])[CH:7]=[CH:6][C:5]([CH3:8])=[C:4]([CH3:9])[CH:3]1[CH2:10][OH:11].[CH2:13]([Li])[CH2:14][CH2:15][CH3:16].CCCCCC.[Cl-].[NH4+]. Product: [CH2:13]([C:2]1([CH3:12])[CH:7]=[CH:6][C:5]([CH3:8])=[C:4]([CH3:9])[CH:3]1[CH2:10][OH:11])[CH2:14][CH2:15][CH3:16]. The catalyst class is: 7. (2) Reactant: [CH:1]1([CH2:6][CH:7]([C:11]2[CH:16]=[CH:15][C:14]([Cl:17])=[C:13]([Cl:18])[CH:12]=2)[C:8]([OH:10])=O)[CH2:5][CH2:4][CH2:3][CH2:2]1.C(Cl)(=O)C(Cl)=O.[NH2:25][C:26]1[CH:30]=[C:29]([CH3:31])[O:28][N:27]=1.C(N(CC)CC)C. Product: [CH:1]1([CH2:6][CH:7]([C:11]2[CH:16]=[CH:15][C:14]([Cl:17])=[C:13]([Cl:18])[CH:12]=2)[C:8]([NH:25][C:26]2[CH:30]=[C:29]([CH3:31])[O:28][N:27]=2)=[O:10])[CH2:2][CH2:3][CH2:4][CH2:5]1. The catalyst class is: 454. (3) Reactant: [C:1]([C:5]1[CH:12]=[CH:11][C:8]([CH:9]=O)=[CH:7][CH:6]=1)([CH3:4])([CH3:3])[CH3:2].[C:13]1([CH3:22])[CH:18]=[CH:17][C:16]([CH2:19][CH2:20][NH2:21])=[CH:15][CH:14]=1.[BH4-].[Na+]. Product: [C:1]([C:5]1[CH:12]=[CH:11][C:8]([CH2:9][NH:21][CH2:20][CH2:19][C:16]2[CH:17]=[CH:18][C:13]([CH3:22])=[CH:14][CH:15]=2)=[CH:7][CH:6]=1)([CH3:4])([CH3:3])[CH3:2]. The catalyst class is: 240. (4) Reactant: [F:1][C:2]1[CH:11]=[C:10]2[C:5]([N:6]=[CH:7][C:8](O)=[N:9]2)=[CH:4][CH:3]=1.P(Cl)(Cl)([Cl:15])=O. Product: [Cl:15][C:8]1[CH:7]=[N:6][C:5]2[C:10](=[CH:11][C:2]([F:1])=[CH:3][CH:4]=2)[N:9]=1. The catalyst class is: 13. (5) Reactant: [NH2:1][C:2]1[C:10]2[C:5](=[CH:6][CH:7]=[C:8]([C:11]([C:13]3[CH:18]=[C:17]([F:19])[CH:16]=[C:15]([F:20])[CH:14]=3)=[O:12])[CH:9]=2)[NH:4][N:3]=1.[F:21][C:22]([F:33])([F:32])[C:23](O[C:23](=[O:24])[C:22]([F:33])([F:32])[F:21])=[O:24]. Product: [F:20][C:15]1[CH:14]=[C:13]([CH:18]=[C:17]([F:19])[CH:16]=1)[C:11]([C:8]1[CH:9]=[C:10]2[C:5](=[CH:6][CH:7]=1)[NH:4][N:3]=[C:2]2[NH:1][C:23](=[O:24])[C:22]([F:33])([F:32])[F:21])=[O:12]. The catalyst class is: 7.